Dataset: Forward reaction prediction with 1.9M reactions from USPTO patents (1976-2016). Task: Predict the product of the given reaction. (1) Given the reactants [F:1][CH2:2][CH2:3][CH2:4][N:5]1[CH:10]2[CH2:11][CH2:12][CH:6]1[CH2:7][CH:8]([OH:13])[CH2:9]2.F[C:15]1[CH:20]=[CH:19][C:18]([N+:21]([O-:23])=[O:22])=[CH:17][CH:16]=1, predict the reaction product. The product is: [F:1][CH2:2][CH2:3][CH2:4][N:5]1[CH:10]2[CH2:11][CH2:12][CH:6]1[CH2:7][CH:8]([O:13][C:15]1[CH:20]=[CH:19][C:18]([N+:21]([O-:23])=[O:22])=[CH:17][CH:16]=1)[CH2:9]2. (2) Given the reactants [CH2:1]([O:8][CH:9]([CH3:21])[CH2:10][O:11][CH2:12][CH2:13][O:14]C1CCCCO1)[C:2]1[CH:7]=[CH:6][CH:5]=[CH:4][CH:3]=1.C1(C)C=CC(S([O-])(=O)=O)=CC=1.[NH+]1C=CC=CC=1.C(=O)([O-])O.[Na+], predict the reaction product. The product is: [CH2:1]([O:8][CH:9]([CH3:21])[CH2:10][O:11][CH2:12][CH2:13][OH:14])[C:2]1[CH:7]=[CH:6][CH:5]=[CH:4][CH:3]=1. (3) The product is: [CH3:1][C:47]1([CH3:50])[O:46][CH:45]([CH2:53][O:21][NH:20][C:39]([C:38]2[C:30]([NH:29][C:26]3[CH:27]=[CH:28][C:23]([Br:22])=[CH:24][C:25]=3[F:43])=[CH:31][C:32](=[O:42])[N:33]3[C:37]=2[CH2:36][CH2:35][CH2:34]3)=[O:41])[CH2:49][O:48]1. Given the reactants [CH3:1]CN=C=NCCCN(C)C.C1C=CC2[N:20]([OH:21])N=NC=2C=1.[Br:22][C:23]1[CH:28]=[CH:27][C:26]([NH:29][C:30]2[C:38]([C:39]([OH:41])=O)=[C:37]3[N:33]([CH2:34][CH2:35][CH2:36]3)[C:32](=[O:42])[CH:31]=2)=[C:25]([F:43])[CH:24]=1.C[C:45]1([CH3:53])[CH2:49][O:48][CH:47]([CH2:50]ON)[O:46]1, predict the reaction product. (4) The product is: [F:6][C:7]1[CH:12]=[C:11]([F:13])[CH:10]=[CH:9][C:8]=1[C:14]1([C:17]([C:18]2[CH:23]=[CH:22][C:21]([I:24])=[CH:20][CH:19]=2)=[CH2:1])[CH2:16][O:15]1. Given the reactants [CH2:1]([Li])CCC.[F:6][C:7]1[CH:12]=[C:11]([F:13])[CH:10]=[CH:9][C:8]=1[C:14]1([C:17](=O)[C:18]2[CH:23]=[CH:22][C:21]([I:24])=[CH:20][CH:19]=2)[CH2:16][O:15]1.[Cl-].[NH4+], predict the reaction product. (5) Given the reactants [C:1]1(=[O:11])[C:5]2[CH:6]=[CH:7][CH:8]=[CH:9][C:4]=2[C:3](=[O:10])O1.[NH2:12][CH2:13][C:14]([OH:16])=[O:15], predict the reaction product. The product is: [O:10]=[C:3]1[C:4]2[C:5](=[CH:6][CH:7]=[CH:8][CH:9]=2)[C:1](=[O:11])[N:12]1[CH2:13][C:14]([OH:16])=[O:15].